This data is from Forward reaction prediction with 1.9M reactions from USPTO patents (1976-2016). The task is: Predict the product of the given reaction. Given the reactants [Br:1][C:2]1[CH:3]=[C:4]([CH:8]=[O:9])[S:5][C:6]=1[CH3:7].[CH2:10](O)[CH2:11][OH:12].C1(C)C=CC(S(O)(=O)=O)=CC=1, predict the reaction product. The product is: [Br:1][C:2]1[CH:3]=[C:4]([CH:8]2[O:12][CH2:11][CH2:10][O:9]2)[S:5][C:6]=1[CH3:7].